Dataset: Forward reaction prediction with 1.9M reactions from USPTO patents (1976-2016). Task: Predict the product of the given reaction. (1) Given the reactants [H-].[H-].[H-].[H-].[Li+].[Al+3].CC1C=CC(S(O[CH2:18][C:19]([C:23]2[CH:28]=[CH:27][C:26]([Br:29])=[CH:25][CH:24]=2)([C:21]#[N:22])[CH3:20])(=O)=O)=CC=1.S([O-])([O-])(=O)=O.[Na+].[Na+].C([O-])([O-])=O.[K+].[K+], predict the reaction product. The product is: [Br:29][C:26]1[CH:27]=[CH:28][C:23]([C:19]2([CH3:18])[CH2:20][NH:22][CH2:21]2)=[CH:24][CH:25]=1. (2) Given the reactants [I:1][C:2]1[CH:9]=[CH:8][C:5]([CH:6]=O)=[CH:4][C:3]=1[O:10][CH3:11].[C:12](=O)([O-])[O-].[K+].[K+].COP(C(=[N+]=[N-])C(=O)C)(=O)OC, predict the reaction product. The product is: [C:6]([C:5]1[CH:8]=[CH:9][C:2]([I:1])=[C:3]([O:10][CH3:11])[CH:4]=1)#[CH:12]. (3) Given the reactants Br[CH2:2][CH2:3][CH2:4][C:5]1[C:10]([CH3:11])=[CH:9][C:8]([C:12]2[NH:21][C:20](=[O:22])[C:19]3[C:14](=[CH:15][C:16]([O:25][CH3:26])=[CH:17][C:18]=3[O:23][CH3:24])[N:13]=2)=[CH:7][C:6]=1[CH3:27].[NH:28]1[CH2:32][CH2:31][CH2:30][CH2:29]1, predict the reaction product. The product is: [CH3:27][C:6]1[CH:7]=[C:8]([C:12]2[NH:21][C:20](=[O:22])[C:19]3[C:14](=[CH:15][C:16]([O:25][CH3:26])=[CH:17][C:18]=3[O:23][CH3:24])[N:13]=2)[CH:9]=[C:10]([CH3:11])[C:5]=1[CH2:4][CH2:3][CH2:2][N:28]1[CH2:32][CH2:31][CH2:30][CH2:29]1. (4) The product is: [CH2:24]([N:16]1[C:17]2([CH2:23][CH2:22][CH2:21][CH2:20]2)[CH2:18][S:19][C:15]1=[N:14][C:7]1[C:8]2[CH2:9][CH2:10][CH2:11][CH2:12][C:13]=2[C:4]([N+:1]([O-:3])=[O:2])=[CH:5][CH:6]=1)[CH:25]([CH3:27])[CH3:26]. Given the reactants [N+:1]([C:4]1[C:13]2[CH2:12][CH2:11][CH2:10][CH2:9][C:8]=2[C:7]([N:14]=[C:15]2[S:19][CH2:18][C:17]3([CH2:23][CH2:22][CH2:21][CH2:20]3)[NH:16]2)=[CH:6][CH:5]=1)([O-:3])=[O:2].[CH2:24](Br)[CH:25]([CH3:27])[CH3:26], predict the reaction product. (5) The product is: [Br:14][C:10]#[C:9][C@H:8]([OH:11])[CH2:7][O:6][C:5]1[CH:12]=[CH:13][C:2]([F:1])=[CH:3][CH:4]=1. Given the reactants [F:1][C:2]1[CH:13]=[CH:12][C:5]([O:6][CH2:7][C@@H:8]([OH:11])[C:9]#[CH:10])=[CH:4][CH:3]=1.[Br:14]N1C(=O)CCC1=O, predict the reaction product.